The task is: Regression. Given two drug SMILES strings and cell line genomic features, predict the synergy score measuring deviation from expected non-interaction effect.. This data is from Merck oncology drug combination screen with 23,052 pairs across 39 cell lines. (1) Drug 1: CN(C)C(=N)N=C(N)N. Drug 2: CS(=O)(=O)CCNCc1ccc(-c2ccc3ncnc(Nc4ccc(OCc5cccc(F)c5)c(Cl)c4)c3c2)o1. Cell line: RPMI7951. Synergy scores: synergy=4.75. (2) Drug 1: CN(Cc1cnc2nc(N)nc(N)c2n1)c1ccc(C(=O)NC(CCC(=O)O)C(=O)O)cc1. Drug 2: O=C(O)C1(Cc2cccc(Nc3nccs3)n2)CCC(Oc2cccc(Cl)c2F)CC1. Cell line: SW837. Synergy scores: synergy=-7.58. (3) Drug 1: O=C(CCCCCCC(=O)Nc1ccccc1)NO. Drug 2: O=C(NOCC(O)CO)c1ccc(F)c(F)c1Nc1ccc(I)cc1F. Cell line: NCIH460. Synergy scores: synergy=-12.1. (4) Drug 1: COc1cccc2c1C(=O)c1c(O)c3c(c(O)c1C2=O)CC(O)(C(=O)CO)CC3OC1CC(N)C(O)C(C)O1. Drug 2: CC1(c2nc3c(C(N)=O)cccc3[nH]2)CCCN1. Cell line: NCIH2122. Synergy scores: synergy=-6.21.